Dataset: Full USPTO retrosynthesis dataset with 1.9M reactions from patents (1976-2016). Task: Predict the reactants needed to synthesize the given product. (1) Given the product [CH3:39][O:40][C:41]1[CH:50]=[C:49]([O:51][CH3:52])[CH:48]=[C:47]2[C:42]=1[C:43](=[O:65])[NH:44][C:45]([C:53]1[CH:58]=[CH:57][C:56]([N:59]3[CH2:60][CH2:61][N:62]([C:1](=[O:9])[C:2]4[CH:7]=[CH:6][CH:5]=[N:4][CH:3]=4)[CH2:63][CH2:64]3)=[CH:55][CH:54]=1)=[N:46]2, predict the reactants needed to synthesize it. The reactants are: [C:1]([OH:9])(=O)[C:2]1[CH:7]=[CH:6][CH:5]=[N:4][CH:3]=1.C1C=CC2N(O)N=NC=2C=1.CCN=C=NCCCN(C)C.Cl.CCN(CC)CC.[CH3:39][O:40][C:41]1[CH:50]=[C:49]([O:51][CH3:52])[CH:48]=[C:47]2[C:42]=1[C:43](=[O:65])[NH:44][C:45]([C:53]1[CH:58]=[CH:57][C:56]([N:59]3[CH2:64][CH2:63][NH:62][CH2:61][CH2:60]3)=[CH:55][CH:54]=1)=[N:46]2. (2) The reactants are: I[C:2]1[CH:7]=[CH:6][CH:5]=[CH:4][N:3]=1.[CH2:8]([N:12]1[C:20](=[O:21])[C:19]2[C:14](=[CH:15][CH:16]=[CH:17][CH:18]=2)[C:13]1=[O:22])[CH2:9][C:10]#[CH:11]. Given the product [N:3]1[CH:4]=[CH:5][CH:6]=[CH:7][C:2]=1[C:11]#[C:10][CH2:9][CH2:8][N:12]1[C:20](=[O:21])[C:19]2[C:14](=[CH:15][CH:16]=[CH:17][CH:18]=2)[C:13]1=[O:22].[C:13]1(=[O:22])[C:14]2[C:19](=[CH:18][CH:17]=[CH:16][CH:15]=2)[C:20](=[O:21])[NH:12]1, predict the reactants needed to synthesize it. (3) Given the product [CH3:18][C@H:19]1[N:24]([C:2]2[C:3]3[N:17]=[CH:16][CH:15]=[CH:14][C:4]=3[C:5]([C:8]3[CH:13]=[CH:12][CH:11]=[CH:10][CH:9]=3)=[N:6][N:7]=2)[CH2:23][CH2:22][N:21]([C:25]([O:27][C:28]([CH3:29])([CH3:31])[CH3:30])=[O:26])[CH2:20]1, predict the reactants needed to synthesize it. The reactants are: Cl[C:2]1[C:3]2[N:17]=[CH:16][CH:15]=[CH:14][C:4]=2[C:5]([C:8]2[CH:13]=[CH:12][CH:11]=[CH:10][CH:9]=2)=[N:6][N:7]=1.[CH3:18][C@H:19]1[NH:24][CH2:23][CH2:22][N:21]([C:25]([O:27][C:28]([CH3:31])([CH3:30])[CH3:29])=[O:26])[CH2:20]1.